This data is from Drug-target binding data from BindingDB using IC50 measurements. The task is: Regression. Given a target protein amino acid sequence and a drug SMILES string, predict the binding affinity score between them. We predict pIC50 (pIC50 = -log10(IC50 in M); higher means more potent). Dataset: bindingdb_ic50. (1) The compound is COc1cc(/C=N/NC(=O)c2ccc(NC(=O)c3ccccn3)cc2)cc(Br)c1O. The target protein (Q9Y294) has sequence MAKVQVNNVVVLDNPSPFYNPFQFEITFECIEDLSEDLEWKIIYVGSAESEEYDQVLDSVLVGPVPAGRHMFVFQADAPNPGLIPDADAVGVTVVLITCTYRGQEFIRVGYYVNNEYTETELRENPPVKPDFSKLQRNILASNPRVTRFHINWEDNTEKLEDAESSNPNLQSLLSTDALPSASKGWSTSENSLNVMLESHMDCM. The pIC50 is 4.8. (2) The compound is COc1ccc(Sc2cccc(CN(C)c3cc(C(=O)O)nc4cc(Cl)cc(Cl)c34)c2)cc1. The pIC50 is 4.1. The target protein (O15355) has sequence MGAYLSQPNTVKCSGDGVGAPRLPLPYGFSAMQGWRVSMEDAHNCIPELDSETAMFSVYDGHGGEEVALYCAKYLPDIIKDQKAYKEGKLQKALEDAFLAIDAKLTTEEVIKELAQIAGRPTEDEDEKEKVADEDDVDNEEAALLHEEATMTIEELLTRYGQNCHKGPPHSKSGGGTGEEPGSQGLNGEAGPEDSTRETPSQENGPTAKAYTGFSSNSERGTEAGQVGEPGIPTGEAGPSCSSASDKLPRVAKSKFFEDSEDESDEAEEEEEDSEECSEEEDGYSSEEAENEEDEDDTEEAEEDDEEEEEEMMVPGMEGKEEPGSDSGTTAVVALIRGKQLIVANAGDSRCVVSEAGKALDMSYDHKPEDEVELARIKNAGGKVTMDGRVNGGLNLSRAIGDHFYKRNKNLPPEEQMISALPDIKVLTLTDDHEFMVIACDGIWNVMSSQEVVDFIQSKISQRDENGELRLLSSIVEELLDQCLAPDTSGDGTGCDNMTC.... (3) The pIC50 is 3.9. The small molecule is COc1cc(CNC2CCCC2)cc(OC)c1. The target protein sequence is MTKKVGVGQAHSKIILIGEHAVVYGYPAISLPLLEVEVTCKVVPAESPWRLYEEDTLSMAVYASLEYLNITEACIRCEIDSAIPEKRGMGSSAAISIAAIRAVFDYYQADLPHDVLEILVNRAEMIAHMNPSGLDAKTCLSDQPIRFIKNVGFTELEMDLSAYLVIADTGVYGHTREAIQVVQNKGKDALPFLHALGELTQQAEIAISQKDAEGLGQILSQAHLHLKEIGVSSLEADSLVETALSHGALGAKMSGGGLGGCIIALVTNLTHAQELAERLEEKGAVQTWIESL. (4) The small molecule is C#CCN(CC)C(=O)[C@@]1(c2cccs2)C[C@H]1CN. The target protein sequence is MLLARMKPQVQPELGGADQLPEQPLRPCKTADLLVVKERNGVQCLLASQDGDAQPRETWGKEIDFLLSVVGFAVDLANVWRFPYLCYKNGGGAFLIPYTLFLIIAGMPLFYMELALGQFNREGAATVWKICPFFKGVGYAVILIALYVGFYYNVIIAWSLYYLFASFTLNLPWTNCGHAWNSPNCTDPKLLNASVLGDHTKYSKYKFTPAAEFYERGVLHLHESSGIHDIGLPQWQLLLCLMVVIVVLYFSLWKGVKTSGKVVWITATLPYFVLFVLLVHGVTLPGASNGINAYLHIDFYRLKEATVWIDAATQIFFSLGAGFGVLIAFASYNKFDNNCYRDALLTSTINCVTSFISGFAIFSILGYMAHEHKVKIEDVATEGAGLVFVLYPEAISTLSGSTFWAVLFFLMLLALGLDSSMGGMEAVITGLADDFQVLKRHRKLFTCAVTLGTFLLAMFCITKGGIYVLTLLDTFAAGTSILFAVLMEAIGVSWFYGVDR.... The pIC50 is 6.8.